This data is from Peptide-MHC class I binding affinity with 185,985 pairs from IEDB/IMGT. The task is: Regression. Given a peptide amino acid sequence and an MHC pseudo amino acid sequence, predict their binding affinity value. This is MHC class I binding data. (1) The binding affinity (normalized) is 0.797. The MHC is HLA-A03:01 with pseudo-sequence HLA-A03:01. The peptide sequence is RLYEAIIHH. (2) The peptide sequence is HAAVRRNAF. The MHC is HLA-B08:01 with pseudo-sequence HLA-B08:01. The binding affinity (normalized) is 0.577. (3) The peptide sequence is PLHILASNK. The MHC is HLA-A68:01 with pseudo-sequence HLA-A68:01. The binding affinity (normalized) is 0.137. (4) The peptide sequence is EVMPEKRNV. The MHC is HLA-A02:02 with pseudo-sequence HLA-A02:02. The binding affinity (normalized) is 0.312.